This data is from Forward reaction prediction with 1.9M reactions from USPTO patents (1976-2016). The task is: Predict the product of the given reaction. (1) Given the reactants [Br:1][C:2]1[C:10]([O:11][CH2:12][C:13]([NH2:15])=[O:14])=[C:9]([Br:16])[CH:8]=[CH:7][C:3]=1[C:4]([OH:6])=[O:5].[C:17]1(=O)[CH2:22][CH2:21][CH2:20][C:19](=[O:23])[CH2:18]1, predict the reaction product. The product is: [Br:1][C:2]1[C:10]([O:11][CH2:12][C:13]([NH2:15])=[O:14])=[C:9]([Br:16])[CH:8]=[CH:7][C:3]=1[C:4]([O:6][C:17]1[CH2:22][CH2:21][CH2:20][C:19](=[O:23])[CH:18]=1)=[O:5]. (2) Given the reactants [CH3:1][O:2][C:3]1[CH:27]=[CH:26][CH:25]=[C:24]([O:28][CH3:29])[C:4]=1[C:5]([NH:7][C@H:8]1[CH2:12][CH2:11][CH2:10][C@H:9]1[NH:13][C:14]1C=N[C:21]2[C:16](=[CH:17][CH:18]=[CH:19][CH:20]=2)[N:15]=1)=[O:6].Cl.N[C@@H]1CCC[C@H]1NC(=O)C1C(OC)=CC=CC=1OC.ClC1[S:52]C2C=CC=CC=2N=1, predict the reaction product. The product is: [S:52]1[C:21]2[CH:20]=[CH:19][CH:18]=[CH:17][C:16]=2[N:15]=[C:14]1[NH:13][C@@H:9]1[CH2:10][CH2:11][CH2:12][C@H:8]1[NH:7][C:5](=[O:6])[C:4]1[C:3]([O:2][CH3:1])=[CH:27][CH:26]=[CH:25][C:24]=1[O:28][CH3:29].